Dataset: Full USPTO retrosynthesis dataset with 1.9M reactions from patents (1976-2016). Task: Predict the reactants needed to synthesize the given product. (1) Given the product [CH:1]([O:4][C:5](=[O:16])[C:6]1[CH:11]=[CH:10][C:9]([C:12]([F:14])([F:15])[F:13])=[CH:8][C:7]=1[B:21]([OH:22])[OH:20])([CH3:3])[CH3:2], predict the reactants needed to synthesize it. The reactants are: [CH:1]([O:4][C:5](=[O:16])[C:6]1[CH:11]=[CH:10][C:9]([C:12]([F:15])([F:14])[F:13])=[CH:8][CH:7]=1)([CH3:3])[CH3:2].C([O:20][B:21](OC(C)C)[O:22]C(C)C)(C)C.[Li+].CC([N-]C(C)C)C.Cl. (2) Given the product [CH3:40][C:39]([CH3:42])([CH3:41])[C:38](=[O:43])[CH2:37][NH:36][C:33]([C:30]1([NH:29][C:27](=[O:28])[O:26][C:22]([CH3:23])([CH3:24])[CH3:25])[CH2:31][CH2:32]1)=[O:35], predict the reactants needed to synthesize it. The reactants are: C(N=C=NCCCN(C)C)C.ON1C2N=CC=CC=2N=N1.[C:22]([O:26][C:27]([NH:29][C:30]1([C:33]([OH:35])=O)[CH2:32][CH2:31]1)=[O:28])([CH3:25])([CH3:24])[CH3:23].[NH2:36][CH2:37][C:38](=[O:43])[C:39]([CH3:42])([CH3:41])[CH3:40].C(N(CC)CC)C.